Dataset: Reaction yield outcomes from USPTO patents with 853,638 reactions. Task: Predict the reaction yield, written as a fraction of the theoretical maximum amount of product (1.0 means a 100% yield; for example, 0.34 means a 34% yield). (1) The reactants are [N+:1]([C:4]1[CH:13]=[C:12]2[C:7]([CH2:8][CH2:9][CH2:10][C:11]2=[N:14]O)=[CH:6][CH:5]=1)([O-])=O. The catalyst is CO. The product is [CH:11]1([NH2:14])[C:12]2[C:7](=[CH:6][CH:5]=[C:4]([NH2:1])[CH:13]=2)[CH2:8][CH2:9][CH2:10]1. The yield is 0.960. (2) The reactants are Br[C:2]1[C:3]([C:24]#[N:25])=[C:4]([C:18]2[CH:23]=[CH:22][N:21]=[N:20][CH:19]=2)[S:5][C:6]=1[C:7]1[N:11]=[CH:10][N:9]([CH:12]2[CH2:17][CH2:16][CH2:15][CH2:14][O:13]2)[N:8]=1.[Br-].[CH:27]1[C:36]2[C:31](=[CH:32][CH:33]=[CH:34][CH:35]=2)[CH:30]=[CH:29][C:28]=1[CH2:37][Zn+].O1CCCC1. The catalyst is CC(C)([P](C(C)(C)C)([Pd][P](C(C)(C)C)(C(C)(C)C)C(C)(C)C)C(C)(C)C)C. The product is [CH:27]1[C:36]2[C:31](=[CH:32][CH:33]=[CH:34][CH:35]=2)[CH:30]=[CH:29][C:28]=1[CH2:37][C:2]1[C:3]([C:24]#[N:25])=[C:4]([C:18]2[CH:23]=[CH:22][N:21]=[N:20][CH:19]=2)[S:5][C:6]=1[C:7]1[N:11]=[CH:10][N:9]([CH:12]2[CH2:17][CH2:16][CH2:15][CH2:14][O:13]2)[N:8]=1. The yield is 0.720. (3) The reactants are [CH3:1][O:2][CH2:3][C:4](=[O:10])[CH2:5][C:6]([O:8][CH3:9])=[O:7].C(N(CC)CC)C.[CH3:18][Si:19](Cl)([CH3:21])[CH3:20]. The catalyst is C1C=CC=CC=1. The product is [CH3:1][O:2][CH2:3][C:4]([O:10][Si:19]([CH3:21])([CH3:20])[CH3:18])=[CH:5][C:6]([O:8][CH3:9])=[O:7]. The yield is 0.710. (4) The product is [Br:19][C:9]1[C:10](=[O:11])[N:5]([CH2:4][CH:1]2[CH2:3][CH2:2]2)[C:6]2[N:16]=[CH:15][CH:14]=[CH:13][C:7]=2[N:8]=1. The reactants are [CH:1]1([CH2:4][N:5]2[C:10](=[O:11])[C:9](O)=[N:8][C:7]3[CH:13]=[CH:14][CH:15]=[N:16][C:6]2=3)[CH2:3][CH2:2]1.P(Br)(Br)([Br:19])=O.C(=O)([O-])[O-].[Na+].[Na+]. The catalyst is ClC(Cl)C. The yield is 0.665.